Dataset: Full USPTO retrosynthesis dataset with 1.9M reactions from patents (1976-2016). Task: Predict the reactants needed to synthesize the given product. (1) Given the product [Br:10][C:6]1[CH:7]=[CH:8][CH:9]=[C:4]([O:14][CH2:13][C:12]([F:16])([F:15])[F:11])[N:5]=1, predict the reactants needed to synthesize it. The reactants are: [H-].[Na+].Br[C:4]1[CH:9]=[CH:8][CH:7]=[C:6]([Br:10])[N:5]=1.[F:11][C:12]([F:16])([F:15])[CH2:13][OH:14]. (2) Given the product [OH:1][C:2]1[N:9]=[C:10]2[CH:15]=[CH:14][CH:13]=[CH:12][N:11]2[C:4](=[O:5])[CH:3]=1, predict the reactants needed to synthesize it. The reactants are: [O:1]=[C:2]([NH:9][C:10]1[CH:15]=[CH:14][CH:13]=[CH:12][N:11]=1)[CH2:3][C:4](OCC)=[O:5]. (3) Given the product [NH:10]1[C:9]2[CH:13]=[CH:14][C:6]([C:4](=[O:5])[CH3:16])=[CH:7][C:8]=2[N:12]=[N:11]1, predict the reactants needed to synthesize it. The reactants are: CON(C)[C:4]([C:6]1[CH:14]=[CH:13][C:9]2[NH:10][N:11]=[N:12][C:8]=2[CH:7]=1)=[O:5].[CH2:16](OCC)C.C[Mg]Br. (4) Given the product [CH:18]1([NH:22][C:2]2[CH:7]=[CH:6][C:5]([C:8]([F:11])([F:10])[F:9])=[CH:4][N:3]=2)[CH2:21][CH2:20][CH2:19]1, predict the reactants needed to synthesize it. The reactants are: Br[C:2]1[CH:7]=[CH:6][C:5]([C:8]([F:11])([F:10])[F:9])=[CH:4][N:3]=1.C([O-])([O-])=O.[K+].[K+].[CH:18]1([NH2:22])[CH2:21][CH2:20][CH2:19]1.